This data is from Full USPTO retrosynthesis dataset with 1.9M reactions from patents (1976-2016). The task is: Predict the reactants needed to synthesize the given product. Given the product [CH3:36][N:10]1[C:7]2[CH2:8][CH2:9][N:4]([C:1](=[O:3])[CH3:2])[CH2:5][C:6]=2[C:12]([NH:13][C:14]2[CH:15]=[CH:16][C:17]([C:20]3[CH:21]=[N:22][N:23]([CH2:25][CH2:26][NH:27][CH3:28])[CH:24]=3)=[CH:18][CH:19]=2)=[N:11]1, predict the reactants needed to synthesize it. The reactants are: [C:1]([N:4]1[CH2:9][CH2:8][C:7]2[N:10]([CH3:36])[N:11]=[C:12]([NH:13][C:14]3[CH:19]=[CH:18][C:17]([C:20]4[CH:21]=[N:22][N:23]([CH2:25][CH2:26][N:27](C)[C:28](=O)OC(C)(C)C)[CH:24]=4)=[CH:16][CH:15]=3)[C:6]=2[CH2:5]1)(=[O:3])[CH3:2].C(O)(C(F)(F)F)=O.